This data is from Forward reaction prediction with 1.9M reactions from USPTO patents (1976-2016). The task is: Predict the product of the given reaction. (1) Given the reactants [NH2:1][CH2:2][CH2:3][O:4][C:5]1[CH:10]=[CH:9][C:8]([CH2:11][CH:12]([CH2:18][CH2:19][CH2:20][CH3:21])[C:13]([O:15][CH2:16][CH3:17])=[O:14])=[CH:7][CH:6]=1.[CH3:22][O:23][C:24]([C:26]1[CH:31]=[CH:30][C:29]([C:32]2[CH:37]=[CH:36][C:35]([C:38](O)=[O:39])=[CH:34][CH:33]=2)=[CH:28][CH:27]=1)=[O:25].C(N1C=CN=C1)(N1C=CN=C1)=O, predict the reaction product. The product is: [CH2:18]([CH:12]([CH2:11][C:8]1[CH:9]=[CH:10][C:5]([O:4][CH2:3][CH2:2][NH:1][C:38]([C:35]2[CH:36]=[CH:37][C:32]([C:29]3[CH:30]=[CH:31][C:26]([C:24]([O:23][CH3:22])=[O:25])=[CH:27][CH:28]=3)=[CH:33][CH:34]=2)=[O:39])=[CH:6][CH:7]=1)[C:13]([O:15][CH2:16][CH3:17])=[O:14])[CH2:19][CH2:20][CH3:21]. (2) Given the reactants [C:1]([O:5][C:6]([NH:8][C@:9]([CH3:38])([CH2:31][C:32]1[CH:37]=[CH:36][CH:35]=[CH:34][CH:33]=1)[C:10]([NH:12][NH:13][C:14]([C:16]1[C:22]2[CH:23]=[CH:24][CH:25]=[CH:26][C:21]=2[O:20][C:19]2[CH:27]=[CH:28][CH:29]=[CH:30][C:18]=2[CH:17]=1)=O)=[O:11])=[O:7])([CH3:4])([CH3:3])[CH3:2].N1C=CN=C1.C1(P(C2C=CC=CC=2)C2C=CC=CC=2)C=CC=CC=1.C(Br)(Br)(Br)Br, predict the reaction product. The product is: [C:1]([O:5][C:6]([NH:8][C@:9]([C:10]1[O:11][C:14]([C:16]2[C:22]3[CH:23]=[CH:24][CH:25]=[CH:26][C:21]=3[O:20][C:19]3[CH:27]=[CH:28][CH:29]=[CH:30][C:18]=3[CH:17]=2)=[N:13][N:12]=1)([CH3:38])[CH2:31][C:32]1[CH:37]=[CH:36][CH:35]=[CH:34][CH:33]=1)=[O:7])([CH3:3])([CH3:2])[CH3:4].